Dataset: Peptide-MHC class I binding affinity with 185,985 pairs from IEDB/IMGT. Task: Regression. Given a peptide amino acid sequence and an MHC pseudo amino acid sequence, predict their binding affinity value. This is MHC class I binding data. (1) The peptide sequence is YLIPFIWFV. The MHC is HLA-A02:03 with pseudo-sequence HLA-A02:03. The binding affinity (normalized) is 0.447. (2) The peptide sequence is AQYKCVTIKY. The MHC is HLA-A31:01 with pseudo-sequence HLA-A31:01. The binding affinity (normalized) is 0.291. (3) The peptide sequence is KQERGKSLLF. The MHC is HLA-B15:01 with pseudo-sequence HLA-B15:01. The binding affinity (normalized) is 0.558. (4) The peptide sequence is FIRDCSVAL. The MHC is HLA-B15:17 with pseudo-sequence HLA-B15:17. The binding affinity (normalized) is 0.359. (5) The peptide sequence is GDDYVYLPY. The MHC is HLA-A30:02 with pseudo-sequence HLA-A30:02. The binding affinity (normalized) is 0.328. (6) The peptide sequence is IVDKFGKNHI. The MHC is HLA-A02:06 with pseudo-sequence HLA-A02:06. The binding affinity (normalized) is 0.166. (7) The peptide sequence is HQIWLALRY. The MHC is HLA-B57:01 with pseudo-sequence HLA-B57:01. The binding affinity (normalized) is 0.0847. (8) The peptide sequence is KTDIVNTTY. The MHC is HLA-A01:01 with pseudo-sequence HLA-A01:01. The binding affinity (normalized) is 0.797. (9) The peptide sequence is KPGPAKFSL. The MHC is HLA-B57:01 with pseudo-sequence HLA-B57:01. The binding affinity (normalized) is 0.0847.